From a dataset of Reaction yield outcomes from USPTO patents with 853,638 reactions. Predict the reaction yield, written as a fraction of the theoretical maximum amount of product (1.0 means a 100% yield; for example, 0.34 means a 34% yield). (1) The yield is 0.940. The catalyst is S(=O)(=O)(O)O.O. The reactants are [CH3:1][C:2]1[CH:3]=[C:4]2[N:18]=[C:17]3[C:10](=[N:11][C:12]([NH:14][C:15]3=[O:16])=[O:13])[N:9]([CH2:19][C@H:20]([OH:27])[C@H](O)[C@H](O)CO)[C:5]2=[CH:6][C:7]=1[CH3:8].I(O)(O)(O)(O)(O)=O.C(=O)([O-])[O-].[Na+].[Na+]. The product is [CH3:1][C:2]1[C:7]([CH3:8])=[CH:6][C:5]2[N:9]([CH2:19][CH:20]=[O:27])[C:10]3[C:17]([C:15](=[O:16])[NH:14][C:12](=[O:13])[N:11]=3)=[N:18][C:4]=2[CH:3]=1. (2) The reactants are [Cl:1][C:2]1[CH:10]=[CH:9][C:8]([S:11][CH3:12])=[CH:7][C:3]=1[C:4]([OH:6])=[O:5].[C:13](=O)([O-])[O-].[K+].[K+].CI.C(OCC)C. The catalyst is CN(C)C=O. The product is [Cl:1][C:2]1[CH:10]=[CH:9][C:8]([S:11][CH3:12])=[CH:7][C:3]=1[C:4]([O:6][CH3:13])=[O:5]. The yield is 0.860.